Regression. Given two drug SMILES strings and cell line genomic features, predict the synergy score measuring deviation from expected non-interaction effect. From a dataset of Merck oncology drug combination screen with 23,052 pairs across 39 cell lines. Drug 1: CC1CC2C3CCC4=CC(=O)C=CC4(C)C3(F)C(O)CC2(C)C1(O)C(=O)CO. Drug 2: O=C(O)C1(Cc2cccc(Nc3nccs3)n2)CCC(Oc2cccc(Cl)c2F)CC1. Cell line: HCT116. Synergy scores: synergy=-0.256.